From a dataset of NCI-60 drug combinations with 297,098 pairs across 59 cell lines. Regression. Given two drug SMILES strings and cell line genomic features, predict the synergy score measuring deviation from expected non-interaction effect. (1) Drug 1: C1=CC(=CC=C1C#N)C(C2=CC=C(C=C2)C#N)N3C=NC=N3. Drug 2: CC1=C(C(=O)C2=C(C1=O)N3CC4C(C3(C2COC(=O)N)OC)N4)N. Cell line: CAKI-1. Synergy scores: CSS=36.3, Synergy_ZIP=-2.08, Synergy_Bliss=1.13, Synergy_Loewe=-16.1, Synergy_HSA=-1.89. (2) Drug 1: CC1C(C(CC(O1)OC2CC(CC3=C2C(=C4C(=C3O)C(=O)C5=C(C4=O)C(=CC=C5)OC)O)(C(=O)CO)O)N)O.Cl. Drug 2: C1CCC(C(C1)N)N.C(=O)(C(=O)[O-])[O-].[Pt+4]. Cell line: NCI-H460. Synergy scores: CSS=25.9, Synergy_ZIP=-2.23, Synergy_Bliss=1.75, Synergy_Loewe=-4.51, Synergy_HSA=1.41. (3) Drug 1: C1=C(C(=O)NC(=O)N1)N(CCCl)CCCl. Drug 2: CC1=C(C=C(C=C1)NC(=O)C2=CC=C(C=C2)CN3CCN(CC3)C)NC4=NC=CC(=N4)C5=CN=CC=C5. Cell line: SK-MEL-28. Synergy scores: CSS=10.7, Synergy_ZIP=-4.15, Synergy_Bliss=0.408, Synergy_Loewe=-3.51, Synergy_HSA=-1.54. (4) Drug 1: C1CC(=O)NC(=O)C1N2CC3=C(C2=O)C=CC=C3N. Drug 2: CC1=C2C(C(=O)C3(C(CC4C(C3C(C(C2(C)C)(CC1OC(=O)C(C(C5=CC=CC=C5)NC(=O)OC(C)(C)C)O)O)OC(=O)C6=CC=CC=C6)(CO4)OC(=O)C)O)C)O. Cell line: MCF7. Synergy scores: CSS=19.8, Synergy_ZIP=-4.65, Synergy_Bliss=-1.93, Synergy_Loewe=-23.3, Synergy_HSA=-0.908. (5) Drug 1: CCN(CC)CCCC(C)NC1=C2C=C(C=CC2=NC3=C1C=CC(=C3)Cl)OC. Cell line: NCI-H322M. Drug 2: C(CN)CNCCSP(=O)(O)O. Synergy scores: CSS=27.2, Synergy_ZIP=-4.56, Synergy_Bliss=0.944, Synergy_Loewe=-32.7, Synergy_HSA=0.200. (6) Drug 1: CS(=O)(=O)C1=CC(=C(C=C1)C(=O)NC2=CC(=C(C=C2)Cl)C3=CC=CC=N3)Cl. Drug 2: C1=C(C(=O)NC(=O)N1)N(CCCl)CCCl. Cell line: SF-539. Synergy scores: CSS=44.6, Synergy_ZIP=1.49, Synergy_Bliss=0.761, Synergy_Loewe=-4.70, Synergy_HSA=1.74.